Predict the reactants needed to synthesize the given product. From a dataset of Full USPTO retrosynthesis dataset with 1.9M reactions from patents (1976-2016). Given the product [I:1][C:2]1[CH:7]=[N:6][C:5]([N:8]([C:17]([O:16][C:12]([CH3:15])([CH3:14])[CH3:13])=[O:18])[C:17]([O:16][C:12]([CH3:15])([CH3:14])[CH3:13])=[O:27])=[C:4]2[O:9][CH:10]=[CH:11][C:3]=12, predict the reactants needed to synthesize it. The reactants are: [I:1][C:2]1[CH:7]=[N:6][C:5]([NH2:8])=[C:4]2[O:9][CH:10]=[CH:11][C:3]=12.[C:12]([O:16][C:17](O[C:17]([O:16][C:12]([CH3:15])([CH3:14])[CH3:13])=[O:18])=[O:18])([CH3:15])([CH3:14])[CH3:13].[OH2:27].